The task is: Predict the reaction yield, written as a fraction of the theoretical maximum amount of product (1.0 means a 100% yield; for example, 0.34 means a 34% yield).. This data is from Reaction yield outcomes from USPTO patents with 853,638 reactions. (1) The reactants are C(O)(C(F)(F)F)=O.[NH2:8][C:9](=[O:53])[CH2:10][C:11]1[CH:48]=[CH:47][C:46]([C:49]([F:52])([F:51])[F:50])=[CH:45][C:12]=1[CH2:13][CH2:14][C:15]1[C:20]([C:21]([F:24])([F:23])[F:22])=[CH:19][N:18]=[C:17]([NH:25][C:26]2[CH:31]=[CH:30][C:29]([CH:32]3[CH2:37][CH2:36][N:35]([C:38](OC(C)(C)C)=O)[CH2:34][CH2:33]3)=[CH:28][CH:27]=2)[N:16]=1.C=O.C(O[BH-](OC(=O)C)OC(=O)C)(=O)C.[Na+]. The yield is 0.260. The catalyst is C(Cl)Cl. The product is [CH3:38][N:35]1[CH2:36][CH2:37][CH:32]([C:29]2[CH:30]=[CH:31][C:26]([NH:25][C:17]3[N:16]=[C:15]([CH2:14][CH2:13][C:12]4[CH:45]=[C:46]([C:49]([F:52])([F:50])[F:51])[CH:47]=[CH:48][C:11]=4[CH2:10][C:9]([NH2:8])=[O:53])[C:20]([C:21]([F:22])([F:24])[F:23])=[CH:19][N:18]=3)=[CH:27][CH:28]=2)[CH2:33][CH2:34]1. (2) The reactants are [Na].[OH:2][C:3]1[CH:10]=[CH:9][C:6]([CH:7]=[O:8])=[CH:5][CH:4]=1.[Cl:11][P:12]1(Cl)[N:17]=[P:16](Cl)(Cl)[N:15]=[P:14](Cl)(Cl)[N:13]=1. The catalyst is C1COCC1. The product is [CH:7]([C:6]1[CH:9]=[CH:10][C:3]([O:2][P:16]2([O:2][C:3]3[CH:10]=[CH:9][C:6]([CH:7]=[O:8])=[CH:5][CH:4]=3)[N:17]=[P:12]([O:2][C:3]3[CH:10]=[CH:9][C:6]([CH:7]=[O:8])=[CH:5][CH:4]=3)([Cl:11])[N:13]=[P:14]([O:2][C:3]3[CH:10]=[CH:9][C:6]([CH:7]=[O:8])=[CH:5][CH:4]=3)([O:2][C:3]3[CH:10]=[CH:9][C:6]([CH:7]=[O:8])=[CH:5][CH:4]=3)[N:15]=2)=[CH:4][CH:5]=1)=[O:8]. The yield is 0.700. (3) The reactants are Cl[C:2]1[CH:7]=[C:6]([N:8]2[CH2:12][CH2:11][CH2:10][CH2:9]2)[CH:5]=[C:4]([Cl:13])[N:3]=1.CC(C)([O-])C.[K+].C1C=CC(P(C2C(C3C(P(C4C=CC=CC=4)C4C=CC=CC=4)=CC=C4C=3C=CC=C4)=C3C(C=CC=C3)=CC=2)C2C=CC=CC=2)=CC=1.[NH2:66][C:67]1[CH:72]=[CH:71][C:70]([S:73]([NH:76][CH3:77])(=[O:75])=[O:74])=[CH:69][CH:68]=1. The catalyst is C1(C)C=CC=CC=1.C([O-])(=O)C.[Pd+2].C([O-])(=O)C.O. The product is [Cl:13][C:4]1[N:3]=[C:2]([NH:66][C:67]2[CH:72]=[CH:71][C:70]([S:73]([NH:76][CH3:77])(=[O:75])=[O:74])=[CH:69][CH:68]=2)[CH:7]=[C:6]([N:8]2[CH2:12][CH2:11][CH2:10][CH2:9]2)[CH:5]=1. The yield is 0.190. (4) The reactants are I[C:2]1[CH:3]=[C:4]2[C:9](=[CH:10][CH:11]=1)[NH:8][CH:7]([C:12]([F:15])([F:14])[F:13])[C:6]([C:16]([O:18][CH2:19][CH3:20])=[O:17])=[CH:5]2.[CH3:21][N:22](C)C=O. The catalyst is [C-]#N.[Zn+2].[C-]#N.C(OCC)(=O)C. The product is [C:21]([C:2]1[CH:3]=[C:4]2[C:9](=[CH:10][CH:11]=1)[NH:8][CH:7]([C:12]([F:15])([F:14])[F:13])[C:6]([C:16]([O:18][CH2:19][CH3:20])=[O:17])=[CH:5]2)#[N:22]. The yield is 0.480. (5) The reactants are Cl[C:2]1[N:11]=[C:10]([NH:12][CH2:13][CH2:14][CH:15]([C:22]2[CH:27]=[CH:26][CH:25]=[CH:24][CH:23]=2)[C:16]2[CH:21]=[CH:20][CH:19]=[CH:18][CH:17]=2)[C:9]2[C:4](=[CH:5][CH:6]=[CH:7][CH:8]=2)[N:3]=1.[N:28]1[CH:29]=[CH:30][N:31]2[CH:36]=[C:35](B(O)O)[CH:34]=[CH:33][C:32]=12.C(NC1C2C(=CC=CC=2)N=C(C2SC3C=CC=CC=3C=2)N=1)(C1C=CC=CC=1)C1C=CC=CC=1. The catalyst is C1CCCCC1.CCOC(C)=O. The product is [C:16]1([CH:15]([C:22]2[CH:27]=[CH:26][CH:25]=[CH:24][CH:23]=2)[CH2:14][CH2:13][NH:12][C:10]2[C:9]3[C:4](=[CH:5][CH:6]=[CH:7][CH:8]=3)[N:3]=[C:2]([C:35]3[CH:34]=[CH:33][C:32]4[N:31]([CH:30]=[CH:29][N:28]=4)[CH:36]=3)[N:11]=2)[CH:21]=[CH:20][CH:19]=[CH:18][CH:17]=1. The yield is 0.900. (6) The reactants are I[C:2]1[C:3]([CH3:11])=[N:4][N:5]2[CH:10]=[CH:9][CH:8]=[CH:7][C:6]=12.C(O[B:16]1[O:20][C:19]([CH3:22])([CH3:21])[C:18]([CH3:24])([CH3:23])[O:17]1)(C)C. The catalyst is C1COCC1. The product is [CH3:11][C:3]1[C:2]([B:16]2[O:20][C:19]([CH3:22])([CH3:21])[C:18]([CH3:24])([CH3:23])[O:17]2)=[C:6]2[CH:7]=[CH:8][CH:9]=[CH:10][N:5]2[N:4]=1. The yield is 0.750. (7) The reactants are C(N(CCCC)C(C1N=C(C2C=CC(C(O)=O)=CC=2C(N2CCC3C(=CC=CC=3)C2)=O)N(C)C=1)=O)CCC.[CH2:39]([N:43]([CH2:77][CH2:78][CH2:79][CH3:80])[C:44]([C:46]1[N:47]=[C:48]([C:55]2[CH:64]=[CH:63][C:58]([C:59]([O:61]C)=[O:60])=[CH:57][C:56]=2[C:65]([N:67]2[CH2:76][CH2:75][C:74]3[C:69](=[CH:70][CH:71]=[CH:72][CH:73]=3)[CH2:68]2)=[O:66])[N:49]([CH2:51][CH2:52][CH2:53][OH:54])[CH:50]=1)=[O:45])[CH2:40][CH2:41][CH3:42]. No catalyst specified. The product is [CH2:77]([N:43]([CH2:39][CH2:40][CH2:41][CH3:42])[C:44]([C:46]1[N:47]=[C:48]([C:55]2[CH:64]=[CH:63][C:58]([C:59]([OH:61])=[O:60])=[CH:57][C:56]=2[C:65]([N:67]2[CH2:76][CH2:75][C:74]3[C:69](=[CH:70][CH:71]=[CH:72][CH:73]=3)[CH2:68]2)=[O:66])[N:49]([CH2:51][CH2:52][CH2:53][OH:54])[CH:50]=1)=[O:45])[CH2:78][CH2:79][CH3:80]. The yield is 0.880. (8) The reactants are [CH3:1][O:2][C@H:3]1[CH2:11][C:10]2[C:5](=[CH:6][CH:7]=[CH:8][CH:9]=2)[C@H:4]1[NH:12]C(=O)OC(C)(C)C.Cl.C(=O)([O-])[O-].[Na+].[Na+]. The catalyst is O1CCOCC1.O. The product is [CH3:1][O:2][C@H:3]1[CH2:11][C:10]2[C:5](=[CH:6][CH:7]=[CH:8][CH:9]=2)[C@H:4]1[NH2:12]. The yield is 0.990. (9) The reactants are [Br:1][C:2]1[CH:7]=[CH:6][C:5]([N:8]2[CH2:13][CH2:12][N:11]([C:14](=[O:16])[CH3:15])[CH2:10][CH2:9]2)=[C:4]([N+:17]([O-])=O)[CH:3]=1.O.[NH4+].[Cl-]. The catalyst is O1CCOCC1.[Zn]. The product is [NH2:17][C:4]1[CH:3]=[C:2]([Br:1])[CH:7]=[CH:6][C:5]=1[N:8]1[CH2:13][CH2:12][N:11]([C:14](=[O:16])[CH3:15])[CH2:10][CH2:9]1. The yield is 0.870. (10) The reactants are [CH3:1][Mg]Br.[Br:4][C:5]1[CH:6]=[CH:7][C:8]2[N:9]([CH2:19][C:20](=[O:29])[CH2:21][O:22][C:23]3[CH:28]=[CH:27][CH:26]=[CH:25][CH:24]=3)[C:10]3[C:15]([C:16]=2[CH:17]=1)=[CH:14][C:13]([Br:18])=[CH:12][CH:11]=3. The catalyst is C1COCC1. The product is [Br:4][C:5]1[CH:6]=[CH:7][C:8]2[N:9]([CH2:19][C:20]([CH3:1])([OH:29])[CH2:21][O:22][C:23]3[CH:24]=[CH:25][CH:26]=[CH:27][CH:28]=3)[C:10]3[C:15]([C:16]=2[CH:17]=1)=[CH:14][C:13]([Br:18])=[CH:12][CH:11]=3. The yield is 0.890.